From a dataset of Forward reaction prediction with 1.9M reactions from USPTO patents (1976-2016). Predict the product of the given reaction. (1) The product is: [Cl:32][C:33]1[C:34]([F:40])=[C:35]([NH:36][C:2]2[C:11]3[C:6](=[CH:7][C:8]([O:30][CH3:31])=[C:9]([O:12][C@@H:13]4[CH2:18][CH2:17][NH:16][C@H:15]([C:26]([O:28][CH3:29])=[O:27])[CH2:14]4)[CH:10]=3)[N:5]=[CH:4][N:3]=2)[CH:37]=[CH:38][CH:39]=1. Given the reactants Cl[C:2]1[C:11]2[C:6](=[CH:7][C:8]([O:30][CH3:31])=[C:9]([O:12][C@@H:13]3[CH2:18][CH2:17][N:16](C(OC(C)(C)C)=O)[C@H:15]([C:26]([O:28][CH3:29])=[O:27])[CH2:14]3)[CH:10]=2)[N:5]=[CH:4][N:3]=1.[Cl:32][C:33]1[C:34]([F:40])=[C:35]([CH:37]=[CH:38][CH:39]=1)[NH2:36].Cl, predict the reaction product. (2) Given the reactants [CH2:1]([C:5]1[S:9][C:8]2[CH:10]=[CH:11][CH:12]=[CH:13][C:7]=2[C:6]=1[C:14]1[CH:19]=[CH:18][C:17]([C:20]2[CH:25]=[CH:24][C:23]([OH:26])=[CH:22][CH:21]=2)=[CH:16][CH:15]=1)[CH2:2][CH2:3][CH3:4].C[O:28][C:29](=[O:39])[CH:30]([CH2:32][C:33]1[CH:38]=[CH:37][CH:36]=[CH:35][CH:34]=1)O, predict the reaction product. The product is: [CH2:1]([C:5]1[S:9][C:8]2[CH:10]=[CH:11][CH:12]=[CH:13][C:7]=2[C:6]=1[C:14]1[CH:19]=[CH:18][C:17]([C:20]2[CH:25]=[CH:24][C:23]([O:26][CH:30]([CH2:32][C:33]3[CH:38]=[CH:37][CH:36]=[CH:35][CH:34]=3)[C:29]([OH:39])=[O:28])=[CH:22][CH:21]=2)=[CH:16][CH:15]=1)[CH2:2][CH2:3][CH3:4]. (3) Given the reactants [CH:1]1([C:7]([C:9]2[CH:14]=[CH:13][C:12]([F:15])=[CH:11][CH:10]=2)=[O:8])[CH2:6][CH2:5][CH2:4][CH2:3][CH2:2]1.OS(O)(=O)=O.[N+:21]([O-])([OH:23])=[O:22], predict the reaction product. The product is: [CH:1]1([C:7]([C:9]2[CH:14]=[CH:13][C:12]([F:15])=[C:11]([N+:21]([O-:23])=[O:22])[CH:10]=2)=[O:8])[CH2:2][CH2:3][CH2:4][CH2:5][CH2:6]1. (4) Given the reactants C[O:2][C:3](=[O:19])[C:4]1[CH:9]=[CH:8][C:7]([C:10]2[NH:18][C:13]3[N:14]=[CH:15][N:16]=[CH:17][C:12]=3[CH:11]=2)=[CH:6][CH:5]=1.C1COCC1.CO.[OH-].[Na+].Cl, predict the reaction product. The product is: [N:14]1[C:13]2[NH:18][C:10]([C:7]3[CH:6]=[CH:5][C:4]([C:3]([OH:19])=[O:2])=[CH:9][CH:8]=3)=[CH:11][C:12]=2[CH:17]=[N:16][CH:15]=1.